Dataset: NCI-60 drug combinations with 297,098 pairs across 59 cell lines. Task: Regression. Given two drug SMILES strings and cell line genomic features, predict the synergy score measuring deviation from expected non-interaction effect. (1) Drug 1: CC1OCC2C(O1)C(C(C(O2)OC3C4COC(=O)C4C(C5=CC6=C(C=C35)OCO6)C7=CC(=C(C(=C7)OC)O)OC)O)O. Drug 2: C1C(C(OC1N2C=C(C(=O)NC2=O)F)CO)O. Cell line: HOP-62. Synergy scores: CSS=58.0, Synergy_ZIP=2.26, Synergy_Bliss=0.994, Synergy_Loewe=3.11, Synergy_HSA=5.89. (2) Drug 1: C1=CC(=CC=C1CCC2=CNC3=C2C(=O)NC(=N3)N)C(=O)NC(CCC(=O)O)C(=O)O. Drug 2: C1=C(C(=O)NC(=O)N1)F. Cell line: EKVX. Synergy scores: CSS=36.0, Synergy_ZIP=5.96, Synergy_Bliss=9.91, Synergy_Loewe=9.82, Synergy_HSA=9.60.